Dataset: Reaction yield outcomes from USPTO patents with 853,638 reactions. Task: Predict the reaction yield, written as a fraction of the theoretical maximum amount of product (1.0 means a 100% yield; for example, 0.34 means a 34% yield). (1) The reactants are F[C:2]1[CH:3]=[C:4]([CH2:9][C:10]([C:12]2[CH:17]=[CH:16][CH:15]=[CH:14][CH:13]=2)=[O:11])[CH:5]=[CH:6][C:7]=1F.[Br:18]C1C=CC=C(Br)C=1. No catalyst specified. The product is [Br:18][C:14]1[CH:13]=[C:12]([C:10](=[O:11])[CH2:9][C:4]2[CH:5]=[CH:6][CH:7]=[CH:2][CH:3]=2)[CH:17]=[CH:16][CH:15]=1. The yield is 0.477. (2) The reactants are Br[C:2]1[CH:3]=[C:4]2[C:9](=[N:10][CH:11]=1)[NH:8][CH2:7][CH2:6][CH:5]2[OH:12].[CH3:13][N:14]1[CH2:19][CH2:18][N:17]([C:20]2[CH:25]=[CH:24][C:23](B3OC(C)(C)C(C)(C)O3)=[CH:22][N:21]=2)[CH2:16][CH2:15]1.[NH4+].[OH-].C(Cl)Cl. The catalyst is CO. The product is [CH3:13][N:14]1[CH2:15][CH2:16][N:17]([C:20]2[N:21]=[CH:22][C:23]([C:2]3[CH:3]=[C:4]4[C:9](=[N:10][CH:11]=3)[NH:8][CH2:7][CH2:6][CH:5]4[OH:12])=[CH:24][CH:25]=2)[CH2:18][CH2:19]1. The yield is 0.220. (3) The reactants are Br[C:2]1[C:3]2[C:7]([CH:8]=[CH:9][CH:10]=1)=[N:6][N:5]1[C:11]([CH:16]3[CH2:21][CH2:20][N:19]([C:22]([O:24][C:25]([CH3:28])([CH3:27])[CH3:26])=[O:23])[CH2:18][CH2:17]3)=[CH:12][C:13](=[O:15])[NH:14][C:4]=21.[CH:29]([O:32][C:33]1[CH:38]=[CH:37][CH:36]=[CH:35][C:34]=1B(O)O)([CH3:31])[CH3:30].P([O-])([O-])([O-])=O.[K+].[K+].[K+]. The catalyst is O1CCCC1. The product is [CH:29]([O:32][C:33]1[CH:38]=[CH:37][CH:36]=[CH:35][C:34]=1[C:2]1[C:3]2[C:7]([CH:8]=[CH:9][CH:10]=1)=[N:6][N:5]1[C:11]([CH:16]3[CH2:17][CH2:18][N:19]([C:22]([O:24][C:25]([CH3:28])([CH3:27])[CH3:26])=[O:23])[CH2:20][CH2:21]3)=[CH:12][C:13](=[O:15])[NH:14][C:4]=21)([CH3:31])[CH3:30]. The yield is 0.590. (4) The reactants are P(Cl)(Cl)([Cl:3])=O.[CH2:6]([N:8]1[C:12](O)=[CH:11][C:10]([CH3:14])=[N:9]1)[CH3:7].CN(C)[CH:17]=[O:18]. No catalyst specified. The product is [Cl:3][C:12]1[N:8]([CH2:6][CH3:7])[N:9]=[C:10]([CH3:14])[C:11]=1[CH:17]=[O:18]. The yield is 0.450. (5) The reactants are Br[C:2]1[CH:3]=[C:4]2[C:8](=[CH:9][CH:10]=1)[CH2:7][CH:6]([OH:11])[CH2:5]2.C([O-])(=O)C.[K+].[CH3:17][C:18]1([CH3:34])[C:22]([CH3:24])([CH3:23])[O:21][B:20]([B:20]2[O:21][C:22]([CH3:24])([CH3:23])[C:18]([CH3:34])([CH3:17])[O:19]2)[O:19]1.ClCCl. The catalyst is O1CCOCC1.C1C=CC(P(C2C=CC=CC=2)[C-]2C=CC=C2)=CC=1.C1C=CC(P(C2C=CC=CC=2)[C-]2C=CC=C2)=CC=1.Cl[Pd]Cl.[Fe+2]. The product is [CH3:17][C:18]1([CH3:34])[C:22]([CH3:24])([CH3:23])[O:21][B:20]([C:2]2[CH:3]=[C:4]3[C:8](=[CH:9][CH:10]=2)[CH2:7][CH:6]([OH:11])[CH2:5]3)[O:19]1. The yield is 1.00.